This data is from Full USPTO retrosynthesis dataset with 1.9M reactions from patents (1976-2016). The task is: Predict the reactants needed to synthesize the given product. Given the product [F:42][C:39]1[CH:38]=[C:37]2[C:36](=[CH:41][CH:40]=1)[NH:35][C:29]([C:28]([O:27][CH3:26])=[O:43])=[CH:30][C:31]2=[O:33], predict the reactants needed to synthesize it. The reactants are: C1C=CC(C2C=CC=CC=2)=CC=1.C1C=CC(OC2C=CC=CC=2)=CC=1.[CH3:26][O:27][C:28](=[O:43])[C:29]([NH:35][C:36]1[CH:41]=[CH:40][C:39]([F:42])=[CH:38][CH:37]=1)=[CH:30][C:31]([O:33]C)=O.